This data is from Forward reaction prediction with 1.9M reactions from USPTO patents (1976-2016). The task is: Predict the product of the given reaction. (1) The product is: [CH3:1][O:2][C:3]1[CH:4]=[C:5]2[C:10](=[CH:11][C:12]=1[O:13][CH3:14])[N:9]=[CH:8][CH:7]=[C:6]2[O:15][C:16]1[CH:22]=[CH:21][C:19]([NH:20][C:24](=[O:26])[O:44][CH:40]([CH2:39][CH2:38][N:37]([CH2:35][CH3:36])[CH2:45][CH3:46])[CH2:41][CH2:42][CH3:43])=[CH:18][CH:17]=1. Given the reactants [CH3:1][O:2][C:3]1[CH:4]=[C:5]2[C:10](=[CH:11][C:12]=1[O:13][CH3:14])[N:9]=[CH:8][CH:7]=[C:6]2[O:15][C:16]1[CH:22]=[CH:21][C:19]([NH2:20])=[CH:18][CH:17]=1.Cl[C:24](Cl)([O:26]C(=O)OC(Cl)(Cl)Cl)Cl.[CH2:35]([N:37]([CH2:45][CH3:46])[CH2:38][CH2:39][CH:40]([OH:44])[CH2:41][CH2:42][CH3:43])[CH3:36].C(=O)(O)[O-].[Na+], predict the reaction product. (2) Given the reactants [C:1]1([C:7]2[N:8]=[N:9][CH:10]=[C:11]([C:22]3[CH:27]=[CH:26][CH:25]=[CH:24][CH:23]=3)[C:12]=2[C:13]2[O:14][CH:15]=[C:16]([C:18](OC)=[O:19])[N:17]=2)[CH:6]=[CH:5][CH:4]=[CH:3][CH:2]=1.[H-].[H-].[H-].[H-].[Li+].[Al+3], predict the reaction product. The product is: [C:1]1([C:7]2[N:8]=[N:9][CH:10]=[C:11]([C:22]3[CH:23]=[CH:24][CH:25]=[CH:26][CH:27]=3)[C:12]=2[C:13]2[O:14][CH:15]=[C:16]([CH2:18][OH:19])[N:17]=2)[CH:6]=[CH:5][CH:4]=[CH:3][CH:2]=1.